This data is from Forward reaction prediction with 1.9M reactions from USPTO patents (1976-2016). The task is: Predict the product of the given reaction. The product is: [CH3:1][S:2]([C:5]1[CH:6]=[C:7]2[C:11](=[CH:12][CH:13]=1)[N:10]([CH2:14][C:15]1[CH:20]=[CH:19][C:18]([CH:21]3[CH2:26][CH2:25][N:24]([C:27]([O:29][C:30]([CH3:33])([CH3:32])[CH3:31])=[O:28])[CH2:23][CH:22]3[CH3:34])=[CH:17][N:16]=1)[CH:9]=[CH:8]2)(=[O:3])=[O:4]. Given the reactants [CH3:1][S:2]([C:5]1[CH:6]=[C:7]2[C:11](=[CH:12][CH:13]=1)[N:10]([CH2:14][C:15]1[CH:20]=[CH:19][C:18]([C:21]3[CH:22]([CH3:34])[CH2:23][N:24]([C:27]([O:29][C:30]([CH3:33])([CH3:32])[CH3:31])=[O:28])[CH2:25][CH:26]=3)=[CH:17][N:16]=1)[CH:9]=[CH:8]2)(=[O:4])=[O:3], predict the reaction product.